Dataset: CYP2C9 inhibition data for predicting drug metabolism from PubChem BioAssay. Task: Regression/Classification. Given a drug SMILES string, predict its absorption, distribution, metabolism, or excretion properties. Task type varies by dataset: regression for continuous measurements (e.g., permeability, clearance, half-life) or binary classification for categorical outcomes (e.g., BBB penetration, CYP inhibition). Dataset: cyp2c9_veith. The compound is O=C(CNC(=O)/C(=C\c1ccccc1)NC(=O)c1ccc(Br)cc1)OCc1ccccc1. The result is 1 (inhibitor).